Dataset: Reaction yield outcomes from USPTO patents with 853,638 reactions. Task: Predict the reaction yield, written as a fraction of the theoretical maximum amount of product (1.0 means a 100% yield; for example, 0.34 means a 34% yield). (1) The reactants are [C:1]([O:4][C:5]1[CH:20]=[C:19]([NH:21][S:22]([C:25]2[C:34]3[C:29](=[CH:30][CH:31]=[CH:32][CH:33]=3)[CH:28]=[CH:27][CH:26]=2)(=[O:24])=[O:23])[CH:18]=[CH:17][C:6]=1[C:7]([O:9]CC1C=CC=CC=1)=[O:8])(=[O:3])[CH3:2].[H][H]. The catalyst is [Pd].CCOC(C)=O. The product is [C:1]([O:4][C:5]1[CH:20]=[C:19]([NH:21][S:22]([C:25]2[C:34]3[C:29](=[CH:30][CH:31]=[CH:32][CH:33]=3)[CH:28]=[CH:27][CH:26]=2)(=[O:23])=[O:24])[CH:18]=[CH:17][C:6]=1[C:7]([OH:9])=[O:8])(=[O:3])[CH3:2]. The yield is 0.480. (2) The yield is 0.720. The catalyst is O1CCOCC1.C1C=CC(/C=C/C(/C=C/C2C=CC=CC=2)=O)=CC=1.C1C=CC(/C=C/C(/C=C/C2C=CC=CC=2)=O)=CC=1.C1C=CC(/C=C/C(/C=C/C2C=CC=CC=2)=O)=CC=1.[Pd].[Pd]. The product is [CH2:16]([C@H:15]1[CH2:14][O:13][C:12](=[O:19])[N:11]1[C:8]1[CH:9]=[CH:10][N:5]2[N:4]=[CH:3][C:2]([C:28]3[CH:29]=[CH:30][C:31]([C:34]4[N:38]=[CH:37][N:36]([CH2:39][O:40][CH2:41][CH2:42][Si:43]([CH3:46])([CH3:45])[CH3:44])[N:35]=4)=[CH:32][CH:33]=3)=[C:6]2[N:7]=1)[CH2:17][CH3:18]. The reactants are Br[C:2]1[CH:3]=[N:4][N:5]2[CH:10]=[CH:9][C:8]([N:11]3[C@@H:15]([CH2:16][CH2:17][CH3:18])[CH2:14][O:13][C:12]3=[O:19])=[N:7][C:6]=12.CC1(C)C(C)(C)OB([C:28]2[CH:33]=[CH:32][C:31]([C:34]3[N:38]=[CH:37][N:36]([CH2:39][O:40][CH2:41][CH2:42][Si:43]([CH3:46])([CH3:45])[CH3:44])[N:35]=3)=[CH:30][CH:29]=2)O1.C([O-])([O-])=O.[Na+].[Na+].C1(P(C2CCCCC2)C2C=CC=CC=2C2C(C(C)C)=CC(C(C)C)=CC=2C(C)C)CCCCC1. (3) The reactants are FC(F)(F)C(O)=O.C(OC([N:15]1[CH2:20][CH2:19][O:18][C@H:17]([C:21]2[CH:26]=[CH:25][C:24]([NH:27][C:28]([NH:30][C:31]3[CH:36]=[CH:35][CH:34]=[C:33]([C:37]#[N:38])[CH:32]=3)=[O:29])=[C:23]([F:39])[CH:22]=2)[CH2:16]1)=O)(C)(C)C.[OH-].[Na+]. The catalyst is O.C(#N)C. The product is [C:37]([C:33]1[CH:32]=[C:31]([NH:30][C:28]([NH:27][C:24]2[CH:25]=[CH:26][C:21]([C@H:17]3[O:18][CH2:19][CH2:20][NH:15][CH2:16]3)=[CH:22][C:23]=2[F:39])=[O:29])[CH:36]=[CH:35][CH:34]=1)#[N:38]. The yield is 0.610. (4) The reactants are B(O)(O)O.[CH3:5][O:6][C:7]1[CH:8]=[C:9]([C:15](=[O:29])[CH:16]([C:21]2[CH:26]=[CH:25][C:24]([O:27][CH3:28])=[CH:23][CH:22]=2)C(OC)=O)[CH:10]=[C:11]([O:13][CH3:14])[CH:12]=1. The catalyst is CC(OC)(C)C. The yield is 0.544. The product is [CH3:5][O:6][C:7]1[CH:8]=[C:9]([C:15](=[O:29])[CH2:16][C:21]2[CH:26]=[CH:25][C:24]([O:27][CH3:28])=[CH:23][CH:22]=2)[CH:10]=[C:11]([O:13][CH3:14])[CH:12]=1. (5) The reactants are [CH3:1][CH:2]1[CH2:11][CH:10]([NH:12][C:13](=[O:19])[O:14][C:15]([CH3:18])([CH3:17])[CH3:16])[C:9]2[C:4](=[CH:5][CH:6]=[C:7]([N:20]3[CH:24]=[C:23]([CH3:25])[N:22]=[CH:21]3)[CH:8]=2)[NH:3]1.[C:26](OC(=O)C)(=[O:28])[CH3:27]. No catalyst specified. The product is [C:26]([N:3]1[C:4]2[C:9](=[CH:8][C:7]([N:20]3[CH:24]=[C:23]([CH3:25])[N:22]=[CH:21]3)=[CH:6][CH:5]=2)[C@H:10]([NH:12][C:13](=[O:19])[O:14][C:15]([CH3:18])([CH3:16])[CH3:17])[CH2:11][C@@H:2]1[CH3:1])(=[O:28])[CH3:27]. The yield is 0.830. (6) The reactants are [H-].[Na+].C(OP([CH2:11][C:12]([O:14][CH2:15][CH3:16])=[O:13])(OCC)=O)C.[CH2:17]([C@H:19]1[C@@H:23]([C:24]2[N:28]3[C:29]4[CH:35]=[CH:34][N:33]([S:36]([C:39]5[CH:45]=[CH:44][C:42]([CH3:43])=[CH:41][CH:40]=5)(=[O:38])=[O:37])[C:30]=4[N:31]=[CH:32][C:27]3=[N:26][N:25]=2)[CH2:22][C:21](=O)[CH2:20]1)[CH3:18].C([O-])(O)=O.[Na+]. The catalyst is C1COCC1.CCOC(C)=O. The product is [CH2:17]([C@H:19]1[C@@H:23]([C:24]2[N:28]3[C:29]4[CH:35]=[CH:34][N:33]([S:36]([C:39]5[CH:40]=[CH:41][C:42]([CH3:43])=[CH:44][CH:45]=5)(=[O:37])=[O:38])[C:30]=4[N:31]=[CH:32][C:27]3=[N:26][N:25]=2)[CH2:22][C:21](=[CH:11][C:12]([O:14][CH2:15][CH3:16])=[O:13])[CH2:20]1)[CH3:18]. The yield is 0.890.